From a dataset of Reaction yield outcomes from USPTO patents with 853,638 reactions. Predict the reaction yield, written as a fraction of the theoretical maximum amount of product (1.0 means a 100% yield; for example, 0.34 means a 34% yield). (1) The reactants are [C:1]([O:5][C:6]([NH:8][C@H:9]1[C@@H:13]([CH2:14][OH:15])[CH2:12][N:11]([C:16]([O:18][CH2:19][C:20]2[CH:25]=[CH:24][CH:23]=[CH:22][CH:21]=2)=[O:17])[CH2:10]1)=[O:7])([CH3:4])([CH3:3])[CH3:2].C(N(CC)CC)C.[CH3:33][S:34](Cl)(=[O:36])=[O:35]. The catalyst is C(Cl)Cl. The product is [C:1]([O:5][C:6]([NH:8][C@H:9]1[C@@H:13]([CH2:14][O:15][S:34]([CH3:33])(=[O:36])=[O:35])[CH2:12][N:11]([C:16]([O:18][CH2:19][C:20]2[CH:21]=[CH:22][CH:23]=[CH:24][CH:25]=2)=[O:17])[CH2:10]1)=[O:7])([CH3:4])([CH3:2])[CH3:3]. The yield is 0.970. (2) The product is [CH3:1][C:2]1[C:6]([C@H:7]([OH:21])[C:8]2[O:9][C:10]3[CH:16]=[CH:15][C:14]([CH2:17][C:18]([NH:64][CH:63]([C:62]4[CH:61]=[CH:60][N:59]=[CH:58][C:57]=4[CH3:56])[C:65]4[CH:66]=[CH:67][CH:68]=[CH:69][CH:70]=4)=[O:20])=[CH:13][C:11]=3[CH:12]=2)=[C:5]([CH3:22])[O:4][N:3]=1. The reactants are [CH3:1][C:2]1[C:6]([C@H:7]([OH:21])[C:8]2[O:9][C:10]3[CH:16]=[CH:15][C:14]([CH2:17][C:18]([OH:20])=O)=[CH:13][C:11]=3[CH:12]=2)=[C:5]([CH3:22])[O:4][N:3]=1.CN(C(ON1N=NC2C=CC=NC1=2)=[N+](C)C)C.F[P-](F)(F)(F)(F)F.CCN(C(C)C)C(C)C.[CH3:56][C:57]1[CH:58]=[N:59][CH:60]=[CH:61][C:62]=1[CH:63]([C:65]1[CH:70]=[CH:69][CH:68]=[CH:67][CH:66]=1)[NH2:64]. The yield is 0.100. The catalyst is C(Cl)Cl. (3) The reactants are C[O:2][C:3](=[O:24])[C:4]1[CH:9]=[CH:8][C:7]([NH:10][CH2:11][C:12]2[C:13]([C:18]3[CH:23]=[CH:22][CH:21]=[CH:20][CH:19]=3)=[N:14][O:15][C:16]=2[CH3:17])=[N:6][CH:5]=1.[OH-].[Na+]. The catalyst is C(O)C. The product is [CH3:17][C:16]1[O:15][N:14]=[C:13]([C:18]2[CH:19]=[CH:20][CH:21]=[CH:22][CH:23]=2)[C:12]=1[CH2:11][NH:10][C:7]1[CH:8]=[CH:9][C:4]([C:3]([OH:24])=[O:2])=[CH:5][N:6]=1. The yield is 0.910. (4) The reactants are C([O-])([O-])=O.[Cs+].[Cs+].[N+:7]([C:10]1[CH:11]=[N:12][NH:13][CH:14]=1)([O-:9])=[O:8].CN(C=O)C.Cl[C:21]([F:26])([F:25])C([O-])=O.[Na+]. The catalyst is O. The product is [F:25][CH:21]([F:26])[N:12]1[CH:11]=[C:10]([N+:7]([O-:9])=[O:8])[CH:14]=[N:13]1. The yield is 0.970. (5) The reactants are [C:1]1([CH2:7][N:8]2[C:13](=[O:14])[CH2:12][C:11](=[O:15])[N:10]([CH2:16][CH2:17][CH3:18])[C:9]2=[O:19])[CH:6]=[CH:5][CH:4]=[CH:3][CH:2]=1.C(N(C(C)C)CC)(C)C.[N:29]([CH2:32][C:33]([O:35]CC)=[O:34])=[C:30]=[O:31]. The catalyst is C(Cl)(Cl)Cl. The product is [OH:15][C:11]1[N:10]([CH2:16][CH2:17][CH3:18])[C:9](=[O:19])[N:8]([CH2:7][C:1]2[CH:2]=[CH:3][CH:4]=[CH:5][CH:6]=2)[C:13](=[O:14])[C:12]=1[C:30]([NH:29][CH2:32][C:33]([OH:35])=[O:34])=[O:31]. The yield is 0.710.